Dataset: Full USPTO retrosynthesis dataset with 1.9M reactions from patents (1976-2016). Task: Predict the reactants needed to synthesize the given product. The reactants are: C(O)(=O)C.[F:5][C:6]([F:26])([F:25])[O:7][C:8]1[CH:13]=[CH:12][C:11]([N:14]2[CH2:18][CH2:17][C:16]3([CH2:23][CH2:22][NH:21][CH2:20][CH2:19]3)[C:15]2=[O:24])=[CH:10][CH:9]=1.[CH3:27][O:28][C:29](=[O:41])[C:30]1[CH:35]=[CH:34][CH:33]=[C:32]([CH3:36])[C:31]=1[S:37](Cl)(=[O:39])=[O:38]. Given the product [CH3:27][O:28][C:29](=[O:41])[C:30]1[CH:35]=[CH:34][CH:33]=[C:32]([CH3:36])[C:31]=1[S:37]([N:21]1[CH2:20][CH2:19][C:16]2([C:15](=[O:24])[N:14]([C:11]3[CH:12]=[CH:13][C:8]([O:7][C:6]([F:5])([F:25])[F:26])=[CH:9][CH:10]=3)[CH2:18][CH2:17]2)[CH2:23][CH2:22]1)(=[O:38])=[O:39], predict the reactants needed to synthesize it.